This data is from Catalyst prediction with 721,799 reactions and 888 catalyst types from USPTO. The task is: Predict which catalyst facilitates the given reaction. (1) Reactant: [C:1]([C:3]1[CH:8]=[CH:7][CH:6]=[CH:5][C:4]=1[C:9]1[C:10](=[O:29])[N:11]([C:21]2[CH:26]=[CH:25][CH:24]=[C:23]([CH:27]=[O:28])[CH:22]=2)[CH:12]=[C:13]([C:15]2[CH:20]=[CH:19][CH:18]=[CH:17][N:16]=2)[CH:14]=1)#[N:2].[BH4-].[Na+]. Product: [C:1]([C:3]1[CH:8]=[CH:7][CH:6]=[CH:5][C:4]=1[C:9]1[C:10](=[O:29])[N:11]([C:21]2[CH:26]=[CH:25][CH:24]=[C:23]([CH2:27][OH:28])[CH:22]=2)[CH:12]=[C:13]([C:15]2[CH:20]=[CH:19][CH:18]=[CH:17][N:16]=2)[CH:14]=1)#[N:2]. The catalyst class is: 125. (2) Reactant: [F:1][C:2]1[C:30]([O:31][CH3:32])=[CH:29][C:28]([O:33][CH3:34])=[C:27]([F:35])[C:3]=1[CH2:4][O:5][C:6]1[CH:7]=[N:8][C:9]([NH:12][C:13]2[CH:17]=[C:16]([CH2:18][O:19]C3CCCCO3)[N:15]([CH3:26])[N:14]=2)=[N:10][CH:11]=1.Cl.O1CCOCC1. Product: [F:1][C:2]1[C:30]([O:31][CH3:32])=[CH:29][C:28]([O:33][CH3:34])=[C:27]([F:35])[C:3]=1[CH2:4][O:5][C:6]1[CH:11]=[N:10][C:9]([NH:12][C:13]2[CH:17]=[C:16]([CH2:18][OH:19])[N:15]([CH3:26])[N:14]=2)=[N:8][CH:7]=1. The catalyst class is: 5. (3) Reactant: [Cl:1][C:2]1[C:9]([O:10][CH2:11][F:12])=[CH:8][CH:7]=[C:6]([F:13])[C:3]=1[CH:4]=O.[N+:14]([C:16]1[CH:25]=[CH:24][C:19]2[O:20][CH2:21][CH2:22][O:23][C:18]=2[CH:17]=1)#[C-:15].[CH3:26][O:27][C:28]1[CH:29]=[CH:30][C:31]([NH2:34])=[N:32][CH:33]=1.[Br-].C([N+]1C=CN(C)C=1)CCC. Product: [Cl:1][C:2]1[C:9]([O:10][CH2:11][F:12])=[CH:8][CH:7]=[C:6]([F:13])[C:3]=1[C:4]1[N:34]=[C:31]2[CH:30]=[CH:29][C:28]([O:27][CH3:26])=[CH:33][N:32]2[C:15]=1[NH:14][C:16]1[CH:25]=[CH:24][C:19]2[O:20][CH2:21][CH2:22][O:23][C:18]=2[CH:17]=1. The catalyst class is: 243. (4) Reactant: C[O:2][C:3](=[O:25])[CH2:4][NH:5][C:6]([C:8]1[C:16]2[C:11](=[CH:12][CH:13]=[C:14]([NH:17][C:18]3[CH:23]=[CH:22][N:21]=[C:20]([NH2:24])[N:19]=3)[CH:15]=2)[NH:10][N:9]=1)=[O:7].[OH-].[Na+].Cl. Product: [NH2:24][C:20]1[N:19]=[C:18]([NH:17][C:14]2[CH:15]=[C:16]3[C:11](=[CH:12][CH:13]=2)[NH:10][N:9]=[C:8]3[C:6]([NH:5][CH2:4][C:3]([OH:25])=[O:2])=[O:7])[CH:23]=[CH:22][N:21]=1. The catalyst class is: 12.